From a dataset of Catalyst prediction with 721,799 reactions and 888 catalyst types from USPTO. Predict which catalyst facilitates the given reaction. (1) Reactant: [Cl:1][C:2]1[CH:7]=[CH:6][C:5]([C:8]2[N:9]=[C:10]([C:13]([OH:15])=O)[S:11][CH:12]=2)=[CH:4][CH:3]=1.C1N=CN(C(N2C=NC=C2)=O)C=1.[NH2:28][CH2:29][CH2:30][C:31]1[CH:36]=[CH:35][N:34]=[CH:33][CH:32]=1.C(Cl)(Cl)Cl. Product: [N:34]1[CH:35]=[CH:36][C:31]([CH2:30][CH2:29][NH:28][C:13]([C:10]2[S:11][CH:12]=[C:8]([C:5]3[CH:4]=[CH:3][C:2]([Cl:1])=[CH:7][CH:6]=3)[N:9]=2)=[O:15])=[CH:32][CH:33]=1. The catalyst class is: 1. (2) Reactant: [O:1]=[CH:2][CH2:3][C@H:4]([NH:15][C:16]([C:18]1[CH:19]=[N:20][N:21]([C:24]2[CH:29]=[CH:28][C:27]([Cl:30])=[CH:26][CH:25]=2)[C:22]=1[CH3:23])=[O:17])[C:5]1[CH:10]=[CH:9][CH:8]=[C:7]([C:11]([F:14])([F:13])[F:12])[CH:6]=1.[BH4-].[Na+]. Product: [OH:1][CH2:2][CH2:3][C@H:4]([NH:15][C:16]([C:18]1[CH:19]=[N:20][N:21]([C:24]2[CH:29]=[CH:28][C:27]([Cl:30])=[CH:26][CH:25]=2)[C:22]=1[CH3:23])=[O:17])[C:5]1[CH:10]=[CH:9][CH:8]=[C:7]([C:11]([F:14])([F:13])[F:12])[CH:6]=1. The catalyst class is: 5. (3) Reactant: F[C:2]1[CH:7]=[CH:6][C:5]([N+:8]([O-:10])=[O:9])=[CH:4][C:3]=1[CH3:11].[O:12]1[CH2:15][CH:14]([N:16]2[CH2:21][CH2:20][NH:19][CH2:18][CH2:17]2)[CH2:13]1.C(=O)([O-])[O-].[K+].[K+]. Product: [CH3:11][C:3]1[CH:4]=[C:5]([N+:8]([O-:10])=[O:9])[CH:6]=[CH:7][C:2]=1[N:19]1[CH2:20][CH2:21][N:16]([CH:14]2[CH2:15][O:12][CH2:13]2)[CH2:17][CH2:18]1. The catalyst class is: 3. (4) Reactant: [OH:1][C:2]1[C:3]([N+:18]([O-:20])=[O:19])=[C:4]([CH:13]=[CH:14][C:15]=1[O:16]C)[C:5]([C:7]1[CH:12]=[CH:11][CH:10]=[CH:9][CH:8]=1)=[O:6].[Cl-].[Al+3].[Cl-].[Cl-].N1C=CC=CC=1.Cl. Product: [OH:1][C:2]1[C:3]([N+:18]([O-:20])=[O:19])=[C:4]([CH:13]=[CH:14][C:15]=1[OH:16])[C:5]([C:7]1[CH:8]=[CH:9][CH:10]=[CH:11][CH:12]=1)=[O:6]. The catalyst class is: 26. (5) Reactant: [CH3:1][C:2]1[C:7]([O:8][C:9]2[C:18]3[C:17](=[O:19])[N:16]([CH2:20][C:21]4[CH:26]=[CH:25][C:24]([O:27][CH3:28])=[CH:23][CH:22]=4)C(=O)[N:14]([C:30]4[CH:35]=[CH:34][C:33]([I:36])=[CH:32][C:31]=4[F:37])[C:13]=3[N:12]([CH3:38])[C:11](=[O:39])[CH:10]=2)=[CH:6][CH:5]=[CH:4][N:3]=1.[OH-].[Li+].C(OCC)(=O)C. Product: [CH3:1][C:2]1[C:7]([O:8][C:9]2[C:18]([C:17]([NH:16][CH2:20][C:21]3[CH:26]=[CH:25][C:24]([O:27][CH3:28])=[CH:23][CH:22]=3)=[O:19])=[C:13]([NH:14][C:30]3[CH:35]=[CH:34][C:33]([I:36])=[CH:32][C:31]=3[F:37])[N:12]([CH3:38])[C:11](=[O:39])[CH:10]=2)=[CH:6][CH:5]=[CH:4][N:3]=1. The catalyst class is: 30. (6) Reactant: O.O.C(O)(=O)C1C(=CC=CC=1)[OH:6].[NH:13]=[C:14]([NH:16][CH2:17][CH2:18][S:19][CH2:20][C@@:21]([CH3:26])([C:23]([OH:25])=[O:24])[NH2:22])[CH3:15].[C:27]([OH:36])(=[O:35])[C:28]1[C:29](=[CH:31][CH:32]=[CH:33][CH:34]=1)[OH:30]. Product: [OH2:6].[C:27]([OH:36])(=[O:35])[C:28]1[C:29](=[CH:31][CH:32]=[CH:33][CH:34]=1)[OH:30].[NH:13]=[C:14]([NH:16][CH2:17][CH2:18][S:19][CH2:20][C@@:21]([CH3:26])([C:23]([OH:25])=[O:24])[NH2:22])[CH3:15]. The catalyst class is: 3. (7) Reactant: C([Cl:4])(=O)C.[N:5]12[CH2:12][CH2:11][CH:8]([CH2:9][CH2:10]1)[C@@H:7]([NH:13][C:14]([CH:16]1[CH2:29][CH2:28][C:19]3([CH2:24][CH2:23][N:22](C([O-])=O)[CH2:21][CH2:20]3)[CH2:18][CH2:17]1)=[O:15])[CH2:6]2. Product: [ClH:4].[N:5]12[CH2:12][CH2:11][CH:8]([CH2:9][CH2:10]1)[C@@H:7]([NH:13][C:14]([CH:16]1[CH2:29][CH2:28][C:19]3([CH2:20][CH2:21][NH:22][CH2:23][CH2:24]3)[CH2:18][CH2:17]1)=[O:15])[CH2:6]2. The catalyst class is: 8. (8) Reactant: [CH3:1][NH:2][C:3]([C:5]1[CH:6]=[CH:7][CH:8]=[C:9]2[C:14]=1[C:13]([C:15]([OH:17])=[O:16])=[CH:12][CH:11]=[CH:10]2)=O.N1C=CC=CC=1.FC(F)(F)C(OC(=O)C(F)(F)F)=O. Product: [CH3:1][N:2]=[C:3]1[C:5]2[CH:6]=[CH:7][CH:8]=[C:9]3[CH:10]=[CH:11][CH:12]=[C:13]([C:14]=23)[C:15](=[O:16])[O:17]1. The catalyst class is: 4.